Dataset: Forward reaction prediction with 1.9M reactions from USPTO patents (1976-2016). Task: Predict the product of the given reaction. Given the reactants [Cl:1][S:2]([OH:5])(=O)=[O:3].[C:6]1([C:12]2[C:16]([C:17]3[CH:22]=[CH:21][CH:20]=[CH:19][CH:18]=3)=[C:15]([CH3:23])[O:14][N:13]=2)[CH:11]=[CH:10][CH:9]=[CH:8][CH:7]=1, predict the reaction product. The product is: [C:6]1([C:12]2[C:16]([C:17]3[CH:18]=[CH:19][C:20]([S:2]([Cl:1])(=[O:5])=[O:3])=[CH:21][CH:22]=3)=[C:15]([CH3:23])[O:14][N:13]=2)[CH:11]=[CH:10][CH:9]=[CH:8][CH:7]=1.